Dataset: Full USPTO retrosynthesis dataset with 1.9M reactions from patents (1976-2016). Task: Predict the reactants needed to synthesize the given product. (1) The reactants are: [NH2:1][C:2]1[CH:3]=[C:4]([C:8]2[C:17]3[C:12](=[C:13]([C:18]([F:21])([F:20])[F:19])[CH:14]=[CH:15][CH:16]=3)[N:11]=[CH:10][C:9]=2[C:22]([C:24]2[CH:29]=[CH:28][CH:27]=[CH:26][CH:25]=2)=[O:23])[CH:5]=[CH:6][CH:7]=1.CO[CH:32]1[CH2:36][CH2:35][CH:34](OC)O1. Given the product [C:24]1([C:22]([C:9]2[CH:10]=[N:11][C:12]3[C:17]([C:8]=2[C:4]2[CH:5]=[CH:6][CH:7]=[C:2]([N:1]4[CH:32]=[CH:36][CH:35]=[CH:34]4)[CH:3]=2)=[CH:16][CH:15]=[CH:14][C:13]=3[C:18]([F:21])([F:19])[F:20])=[O:23])[CH:25]=[CH:26][CH:27]=[CH:28][CH:29]=1, predict the reactants needed to synthesize it. (2) Given the product [C@H:19]12[CH2:21][C@H:16]([NH:15][CH2:20]1)[CH2:17][N:18]2[CH2:22][C:23]1[N:24]([CH3:49])[C:25]2[C:30]([N:31]=1)=[C:29]([N:32]1[CH2:37][CH2:36][O:35][CH2:34][CH2:33]1)[N:28]=[C:27]([N:38]1[C:42]3[CH:43]=[CH:44][CH:45]=[CH:46][C:41]=3[N:40]=[C:39]1[CH2:47][CH3:48])[N:26]=2, predict the reactants needed to synthesize it. The reactants are: C(O)(C(F)(F)F)=O.C(OC([N:15]1[CH2:20][C@@H:19]2[CH2:21][C@H:16]1[CH2:17][N:18]2[CH2:22][C:23]1[N:24]([CH3:49])[C:25]2[C:30]([N:31]=1)=[C:29]([N:32]1[CH2:37][CH2:36][O:35][CH2:34][CH2:33]1)[N:28]=[C:27]([N:38]1[C:42]3[CH:43]=[CH:44][CH:45]=[CH:46][C:41]=3[N:40]=[C:39]1[CH2:47][CH3:48])[N:26]=2)=O)(C)(C)C. (3) Given the product [Cl:2][C:3]1[C:11]2[C:6](=[CH:7][CH:8]=[CH:9][CH:10]=2)[N:5]([C:12]2[CH:17]=[CH:16][CH:15]=[C:14]([F:18])[CH:13]=2)[C:4]=1[CH:19]([NH2:21])[CH3:20], predict the reactants needed to synthesize it. The reactants are: Cl.[Cl:2][C:3]1[C:11]2[C:6](=[CH:7][CH:8]=[CH:9][CH:10]=2)[N:5]([C:12]2[CH:17]=[CH:16][CH:15]=[C:14]([F:18])[CH:13]=2)[C:4]=1[CH:19]([NH:21]C(=O)OC(C)(C)C)[CH3:20]. (4) Given the product [Cl:27][C:28]1[CH:33]=[CH:32][C:31]([C:34]([C:39]2[C:47]3[C:42](=[C:43]([CH2:48][S:49]([CH3:52])(=[O:51])=[O:50])[CH:44]=[C:45]([F:22])[CH:46]=3)[NH:41][CH:40]=2)([CH:36]2[CH2:37][CH2:38]2)[CH3:35])=[C:30]([F:53])[CH:29]=1, predict the reactants needed to synthesize it. The reactants are: ClC1C=CC(C(C2C3C(=C(CSC)C=C([F:22])C=3)NC=2)(C2CC2)C)=C(F)C=1.[Cl:27][C:28]1[CH:33]=[CH:32][C:31]([C:34]([C:39]2[C:47]3[C:42](=[C:43]([CH2:48][S:49]([CH3:52])(=[O:51])=[O:50])[CH:44]=[CH:45][CH:46]=3)[NH:41][CH:40]=2)([CH:36]2[CH2:38][CH2:37]2)[CH3:35])=[C:30]([F:53])[CH:29]=1. (5) The reactants are: [CH3:1][N:2]([CH3:27])[C@@H:3]1[CH2:7][CH2:6][N:5]([C:8]([NH:10][C:11]2[CH:16]=[C:15]([O:17][C:18]3[CH:19]=[N:20][C:21]([N+:24]([O-])=O)=[CH:22][CH:23]=3)[CH:14]=[CH:13][N:12]=2)=[O:9])[CH2:4]1.[NH4+].[Cl-]. Given the product [NH2:24][C:21]1[N:20]=[CH:19][C:18]([O:17][C:15]2[CH:14]=[CH:13][N:12]=[C:11]([NH:10][C:8]([N:5]3[CH2:6][CH2:7][C@@H:3]([N:2]([CH3:27])[CH3:1])[CH2:4]3)=[O:9])[CH:16]=2)=[CH:23][CH:22]=1, predict the reactants needed to synthesize it. (6) Given the product [CH2:15]([O:1][C:2]1[CH:3]=[CH:4][C:5]([CH2:8][CH2:9][C:10]([OH:12])=[O:11])=[CH:6][CH:7]=1)[C:16]1[CH:21]=[CH:20][CH:19]=[CH:18][CH:17]=1, predict the reactants needed to synthesize it. The reactants are: [OH:1][C:2]1[CH:7]=[CH:6][C:5]([CH2:8][CH2:9][C:10]([OH:12])=[O:11])=[CH:4][CH:3]=1.[H-].[Na+].[CH2:15](Br)[C:16]1[CH:21]=[CH:20][CH:19]=[CH:18][CH:17]=1.